From a dataset of Reaction yield outcomes from USPTO patents with 853,638 reactions. Predict the reaction yield, written as a fraction of the theoretical maximum amount of product (1.0 means a 100% yield; for example, 0.34 means a 34% yield). (1) The yield is 0.870. The product is [Cl:1][C:2]1[CH:3]=[C:4]2[C:9](=[CH:10][C:11]=1[NH:26][CH2:25][CH2:24][C:23]([CH3:28])([CH3:27])[CH3:22])[O:8][CH:7]([C:13]([F:16])([F:15])[F:14])[C:6]([C:17]([O:19][CH2:20][CH3:21])=[O:18])=[CH:5]2. The reactants are [Cl:1][C:2]1[CH:3]=[C:4]2[C:9](=[CH:10][C:11]=1F)[O:8][CH:7]([C:13]([F:16])([F:15])[F:14])[C:6]([C:17]([O:19][CH2:20][CH3:21])=[O:18])=[CH:5]2.[CH3:22][C:23]([CH3:28])([CH3:27])[CH2:24][CH2:25][NH2:26].C([O-])([O-])=O.[K+].[K+]. The catalyst is CN(C=O)C. (2) The reactants are [BH4-].[Na+].[O:3]=[C:4]1[CH2:9][N:8]([C:10]([O:12][C:13]([CH3:16])([CH3:15])[CH3:14])=[O:11])[C@H:7]([C:17]([O:19][CH2:20][CH3:21])=[O:18])[CH2:6][CH2:5]1. The catalyst is CCO. The product is [OH:3][C@@H:4]1[CH2:9][N:8]([C:10]([O:12][C:13]([CH3:14])([CH3:15])[CH3:16])=[O:11])[C@H:7]([C:17]([O:19][CH2:20][CH3:21])=[O:18])[CH2:6][CH2:5]1. The yield is 0.800. (3) The reactants are [Cl:1][C:2]1[CH:9]=[CH:8][C:5]([CH2:6]O)=[C:4]([CH3:10])[CH:3]=1.S(Cl)([Cl:13])=O. No catalyst specified. The product is [Cl:1][C:2]1[CH:9]=[CH:8][C:5]([CH2:6][Cl:13])=[C:4]([CH3:10])[CH:3]=1. The yield is 0.930. (4) The reactants are [F:1][C:2]1[CH:7]=[CH:6][C:5]([C:8]2[C:12](/[CH:13]=[CH:14]/[C:15]3[CH:16]=[C:17]([C:20]([OH:22])=O)[NH:18][N:19]=3)=[C:11]([CH3:23])[O:10][N:9]=2)=[CH:4][CH:3]=1.[OH:24][CH2:25][C:26]([NH2:29])([CH3:28])[CH3:27]. No catalyst specified. The product is [OH:24][CH2:25][C:26]([NH:29][C:20]([C:17]1[NH:18][N:19]=[C:15](/[CH:14]=[CH:13]/[C:12]2[C:8]([C:5]3[CH:4]=[CH:3][C:2]([F:1])=[CH:7][CH:6]=3)=[N:9][O:10][C:11]=2[CH3:23])[CH:16]=1)=[O:22])([CH3:28])[CH3:27]. The yield is 0.360. (5) The reactants are [OH:1][CH2:2][CH2:3][C:4]1[CH:5]=[C:6]([N:10]2[CH2:14][CH2:13][NH:12][C:11]2=[O:15])[CH:7]=[CH:8][CH:9]=1.C(N(CC)CC)C.[CH3:23][S:24](Cl)(=[O:26])=[O:25].ClCCl. The catalyst is CN(C=O)C.COC(C)(C)C. The product is [CH3:23][S:24]([O:1][CH2:2][CH2:3][C:4]1[CH:9]=[CH:8][CH:7]=[C:6]([N:10]2[CH2:14][CH2:13][NH:12][C:11]2=[O:15])[CH:5]=1)(=[O:26])=[O:25]. The yield is 0.700. (6) The reactants are [C:1]([C:4]1[CH:8]=[C:7]([C:9]([OH:11])=O)[NH:6][N:5]=1)(=[O:3])[CH3:2].Cl.[Cl:13][C:14]1[CH:15]=[C:16]([C:21]2[O:25][C:24]([CH2:26][CH2:27][NH2:28])=[CH:23][CH:22]=2)[CH:17]=[CH:18][C:19]=1[Cl:20]. No catalyst specified. The product is [C:1]([C:4]1[CH:8]=[C:7]([C:9]([NH:28][CH2:27][CH2:26][C:24]2[O:25][C:21]([C:16]3[CH:17]=[CH:18][C:19]([Cl:20])=[C:14]([Cl:13])[CH:15]=3)=[CH:22][CH:23]=2)=[O:11])[NH:6][N:5]=1)(=[O:3])[CH3:2]. The yield is 0.500.